This data is from Reaction yield outcomes from USPTO patents with 853,638 reactions. The task is: Predict the reaction yield, written as a fraction of the theoretical maximum amount of product (1.0 means a 100% yield; for example, 0.34 means a 34% yield). (1) The reactants are Br[C:2]1[S:6][C:5]([CH3:7])=[N:4][C:3]=1[C:8]1[CH:13]=[CH:12][C:11]([O:14][CH3:15])=[CH:10][CH:9]=1.[C:16]([Cu])#[N:17].Cl. The catalyst is N1C=CC=CC=1. The product is [CH3:15][O:14][C:11]1[CH:12]=[CH:13][C:8]([C:3]2[N:4]=[C:5]([CH3:7])[S:6][C:2]=2[C:16]#[N:17])=[CH:9][CH:10]=1. The yield is 0.920. (2) The reactants are [C:1]([O:5][C:6]([NH:8][CH2:9][CH2:10][CH2:11][O:12][CH2:13][CH2:14][O:15][CH2:16][CH2:17][O:18][CH2:19][CH2:20][CH2:21][NH:22][C:23]([CH2:25][CH2:26][CH2:27][O:28][C:29]1[C:34]([CH2:35][CH2:36][C:37]([O:39]C)=[O:38])=[C:33]([O:41][CH2:42][CH2:43][CH2:44][CH2:45][CH2:46][O:47][C:48]2[CH:53]=[C:52]([C:54]3[CH:59]=[CH:58][CH:57]=[CH:56][CH:55]=3)[CH:51]=[C:50]([C:60]3[CH:65]=[CH:64][CH:63]=[CH:62][CH:61]=3)[N:49]=2)[CH:32]=[CH:31][CH:30]=1)=[O:24])=[O:7])([CH3:4])([CH3:3])[CH3:2].[Li+].[OH-]. The catalyst is C1COCC1. The product is [C:1]([O:5][C:6]([NH:8][CH2:9][CH2:10][CH2:11][O:12][CH2:13][CH2:14][O:15][CH2:16][CH2:17][O:18][CH2:19][CH2:20][CH2:21][NH:22][C:23]([CH2:25][CH2:26][CH2:27][O:28][C:29]1[C:34]([CH2:35][CH2:36][C:37]([OH:39])=[O:38])=[C:33]([O:41][CH2:42][CH2:43][CH2:44][CH2:45][CH2:46][O:47][C:48]2[CH:53]=[C:52]([C:54]3[CH:59]=[CH:58][CH:57]=[CH:56][CH:55]=3)[CH:51]=[C:50]([C:60]3[CH:61]=[CH:62][CH:63]=[CH:64][CH:65]=3)[N:49]=2)[CH:32]=[CH:31][CH:30]=1)=[O:24])=[O:7])([CH3:4])([CH3:2])[CH3:3]. The yield is 0.883. (3) The reactants are [NH:1]1[CH2:5][CH2:4][CH:3]([OH:6])[CH2:2]1.Cl[C:8]1[C:17]2[C:12](=[CH:13][CH:14]=[CH:15][CH:16]=2)[N:11]=[CH:10][CH:9]=1. The catalyst is C(O)(C)C. The product is [N:11]1[C:12]2[C:17](=[CH:16][CH:15]=[CH:14][CH:13]=2)[C:8]([N:1]2[CH2:5][CH2:4][CH:3]([OH:6])[CH2:2]2)=[CH:9][CH:10]=1. The yield is 1.00.